Dataset: Forward reaction prediction with 1.9M reactions from USPTO patents (1976-2016). Task: Predict the product of the given reaction. (1) Given the reactants [Cl:1][C:2]1[CH:3]=[C:4]([N:9]2[C:13](=[O:14])[CH2:12][N:11]([CH3:15])[C:10]2=[O:16])[CH:5]=[C:6]([Cl:8])[CH:7]=1.[C:17]([C:19]1[CH:26]=[CH:25][C:22]([CH:23]=O)=[CH:21][CH:20]=1)#[N:18].N1CCCC1.C1COCC1, predict the reaction product. The product is: [Cl:8][C:6]1[CH:5]=[C:4]([N:9]2[C:13](=[O:14])/[C:12](=[CH:23]\[C:22]3[CH:25]=[CH:26][C:19]([C:17]#[N:18])=[CH:20][CH:21]=3)/[N:11]([CH3:15])[C:10]2=[O:16])[CH:3]=[C:2]([Cl:1])[CH:7]=1. (2) Given the reactants [C:1]([N:8]1[CH2:13][CH2:12][CH2:11][CH2:10][CH:9]1[CH2:14][CH3:15])([O:3][C:4]([CH3:7])([CH3:6])[CH3:5])=[O:2].[CH3:16]N(CCN(C)C)C.[Li]C(CC)C.S(OC)(OC)(=O)=O, predict the reaction product. The product is: [C:1]([N:8]1[CH:13]([CH3:16])[CH2:12][CH2:11][CH2:10][CH:9]1[CH2:14][CH3:15])([O:3][C:4]([CH3:7])([CH3:6])[CH3:5])=[O:2]. (3) Given the reactants C1(C)C=CC(S(O)(=O)=O)=CC=1.N1C=CC=CC=1.[C:18]1([C:24]#[C:25][CH2:26][CH2:27][CH2:28][CH2:29][CH2:30][O:31]C2CCCCO2)[CH:23]=[CH:22][CH:21]=[CH:20][CH:19]=1, predict the reaction product. The product is: [C:18]1([C:24]#[C:25][CH2:26][CH2:27][CH2:28][CH2:29][CH2:30][OH:31])[CH:23]=[CH:22][CH:21]=[CH:20][CH:19]=1. (4) Given the reactants [CH3:1][N:2]1[C@@H:18]2[CH2:19][C:7]3[CH:8]=[CH:9][C:10]([O:22][CH3:23])=[C:11]4[O:12][C@H:13]5[C:14]([O:20]C)=[CH:15][CH:16]=[C:17]2[C@:5]5([C:6]=34)[CH2:4][CH2:3]1.CN1[C@@H]2CC3C=CC(OC)=C4O[C@H]5C(OC)=CC[C@@H]2[C@]5(C=34)CC1.C1(C)C=CC(S([O-])=O)=CC=1.CC1C=CC(S(O)(=O)=O)=CC=1.CN1[C@@H]2CC3=CC=C(O)C4O[C@H]5C(CC[C@@H]2[C@]5(C=43)CC1)=O.CN1[C@@H]2CC3C=CC(O)=C4O[C@H]5C(OC)=CC=C2[C@]5(C=34)CC1, predict the reaction product. The product is: [CH3:1][N:2]1[C@@H:18]2[CH2:19][C:7]3[CH:8]=[CH:9][C:10]([O:22][CH3:23])=[C:11]4[O:12][C@H:13]5[C:14]([CH2:15][CH2:16][C@@H:17]2[C@:5]5([C:6]=34)[CH2:4][CH2:3]1)=[O:20]. (5) Given the reactants [CH:1]1(/[CH:6]=[CH:7]/[CH:8]=[O:9])[CH2:5][CH2:4][CH2:3][CH2:2]1.[N+](C1C=CC(C(O)=O)=CC=1)([O-])=O.C1(C)C=CC=CC=1.[NH:29]1[CH:33]=[C:32]([C:34]2[C:35]3[CH:42]=[CH:41][N:40]([CH2:43][O:44][CH2:45][CH2:46][Si:47]([CH3:50])([CH3:49])[CH3:48])[C:36]=3[N:37]=[CH:38][N:39]=2)[CH:31]=[N:30]1, predict the reaction product. The product is: [CH:1]1([C@H:6]([N:29]2[CH:33]=[C:32]([C:34]3[C:35]4[CH:42]=[CH:41][N:40]([CH2:43][O:44][CH2:45][CH2:46][Si:47]([CH3:50])([CH3:49])[CH3:48])[C:36]=4[N:37]=[CH:38][N:39]=3)[CH:31]=[N:30]2)[CH2:7][CH:8]=[O:9])[CH2:5][CH2:4][CH2:3][CH2:2]1. (6) Given the reactants [O:1]1[C:5]2[CH:6]=[CH:7][C:8]([CH2:10][N:11]3[C:20]([C:21]([OH:23])=[O:22])=[C:19]([C:24]4[CH:29]=[CH:28][CH:27]=[CH:26][CH:25]=4)[C:18]4[C:13](=[CH:14][CH:15]=[C:16]([Br:30])[CH:17]=4)[C:12]3=[O:31])=[CH:9][C:4]=2[O:3][CH2:2]1.[O:32]1[CH:36]=[CH:35][CH:34]=[C:33]1[CH2:37]O, predict the reaction product. The product is: [O:32]1[CH:36]=[CH:35][CH:34]=[C:33]1[CH2:37][O:22][C:21]([C:20]1[N:11]([CH2:10][C:8]2[CH:7]=[CH:6][C:5]3[O:1][CH2:2][O:3][C:4]=3[CH:9]=2)[C:12](=[O:31])[C:13]2[C:18]([C:19]=1[C:24]1[CH:29]=[CH:28][CH:27]=[CH:26][CH:25]=1)=[CH:17][C:16]([Br:30])=[CH:15][CH:14]=2)=[O:23]. (7) Given the reactants [CH3:1]NC.CN(C(ON1N=[N:19][C:14]2[CH:15]=[CH:16][CH:17]=CC1=2)=[N+](C)C)C.F[P-](F)(F)(F)(F)F.C([O-])(O)=O.[Na+].[H-].[H-].[H-].[H-].[Li+].[Al+3].[OH-].[Na+].[CH3:41][N:42]([CH:44]=O)[CH3:43], predict the reaction product. The product is: [CH3:41][N:42]([CH3:43])[CH2:44][C@@H:14]([NH2:19])[CH2:15][CH:16]([CH3:1])[CH3:17]. (8) Given the reactants [C:1]([O:5][C:6]([NH:8][C@H:9]1[CH2:14][CH2:13][C@H:12]([N:15]([CH2:34][CH2:35][CH3:36])[C:16]2[C:17]([CH3:33])=[C:18]([C:29]([O:31][CH3:32])=[O:30])[CH:19]=[C:20]([C:22]3[CH:27]=[CH:26][C:25]([OH:28])=[CH:24][CH:23]=3)[CH:21]=2)[CH2:11][CH2:10]1)=[O:7])([CH3:4])([CH3:3])[CH3:2].C(=O)([O-])[O-].[Cs+].[Cs+].Br[CH2:44][CH2:45][O:46][CH3:47], predict the reaction product. The product is: [C:1]([O:5][C:6]([NH:8][C@H:9]1[CH2:14][CH2:13][C@H:12]([N:15]([CH2:34][CH2:35][CH3:36])[C:16]2[C:17]([CH3:33])=[C:18]([C:29]([O:31][CH3:32])=[O:30])[CH:19]=[C:20]([C:22]3[CH:23]=[CH:24][C:25]([O:28][CH2:44][CH2:45][O:46][CH3:47])=[CH:26][CH:27]=3)[CH:21]=2)[CH2:11][CH2:10]1)=[O:7])([CH3:4])([CH3:3])[CH3:2]. (9) Given the reactants Br[C:2]1[N:6]2[C:7]3[CH:19]=[CH:18][CH:17]=[N:16][C:8]=3[NH:9][C:10]3[CH:15]=[CH:14][CH:13]=[CH:12][C:11]=3[C:5]2=[N:4][C:3]=1[C:20]1[CH:25]=[CH:24][CH:23]=[CH:22][C:21]=1[CH3:26].C(O)C.C(=O)(O)[O-].[Na+].[F:35][C:36]1[CH:41]=[C:40](B2OC(C)(C)C(C)(C)O2)[CH:39]=[CH:38][C:37]=1[C:51]1([NH:55][C:56](=[O:62])[O:57][C:58]([CH3:61])([CH3:60])[CH3:59])[CH2:54][CH2:53][CH2:52]1, predict the reaction product. The product is: [F:35][C:36]1[CH:41]=[C:40]([C:2]2[N:6]3[C:7]4[CH:19]=[CH:18][CH:17]=[N:16][C:8]=4[NH:9][C:10]4[CH:15]=[CH:14][CH:13]=[CH:12][C:11]=4[C:5]3=[N:4][C:3]=2[C:20]2[CH:25]=[CH:24][CH:23]=[CH:22][C:21]=2[CH3:26])[CH:39]=[CH:38][C:37]=1[C:51]1([NH:55][C:56](=[O:62])[O:57][C:58]([CH3:61])([CH3:59])[CH3:60])[CH2:54][CH2:53][CH2:52]1.